From a dataset of CYP2D6 inhibition data for predicting drug metabolism from PubChem BioAssay. Regression/Classification. Given a drug SMILES string, predict its absorption, distribution, metabolism, or excretion properties. Task type varies by dataset: regression for continuous measurements (e.g., permeability, clearance, half-life) or binary classification for categorical outcomes (e.g., BBB penetration, CYP inhibition). Dataset: cyp2d6_veith. (1) The compound is C=CCN1C(=NC(=O)CC)SC2CS(=O)(=O)CC21. The result is 0 (non-inhibitor). (2) The molecule is O=C(CSc1nc2ccccc2[nH]1)Nc1c(F)cccc1F. The result is 0 (non-inhibitor). (3) The drug is CCN(C(=O)CSc1nc2cc(C(=O)OC)ccc2c(=O)n1Cc1ccco1)c1cccc(C)c1. The result is 0 (non-inhibitor).